From a dataset of Catalyst prediction with 721,799 reactions and 888 catalyst types from USPTO. Predict which catalyst facilitates the given reaction. (1) Reactant: C([Si](C)(C)[O:6][CH:7]1[CH2:23][N:11]2[C:12](=[O:22])[CH:13]=[C:14]([C:16]3[CH:21]=[CH:20][CH:19]=[CH:18][CH:17]=3)[N:15]=[C:10]2[N:9]([C:24]2[CH:29]=[CH:28][N:27]=[C:26]([NH:30][CH:31]([C:33]3[CH:38]=[CH:37][CH:36]=[CH:35][CH:34]=3)[CH3:32])[N:25]=2)[CH2:8]1)(C)(C)C.C(Cl)Cl.Cl.C([O-])(O)=O.[Na+]. Product: [OH:6][CH:7]1[CH2:23][N:11]2[C:12](=[O:22])[CH:13]=[C:14]([C:16]3[CH:17]=[CH:18][CH:19]=[CH:20][CH:21]=3)[N:15]=[C:10]2[N:9]([C:24]2[CH:29]=[CH:28][N:27]=[C:26]([NH:30][CH:31]([C:33]3[CH:38]=[CH:37][CH:36]=[CH:35][CH:34]=3)[CH3:32])[N:25]=2)[CH2:8]1. The catalyst class is: 5. (2) Reactant: [CH3:1][C@@H:2]([C@@H:10]1[C@@:14]2([CH3:29])[CH2:15][CH2:16][C@@H:17]3[C@@:22]4([CH3:28])[CH2:23][CH2:24][C@H:25]([OH:27])[CH2:26][C:21]4=[CH:20][CH:19]=[C:18]3[C@@H:13]2[CH2:12][CH2:11]1)/[CH:3]=[CH:4]/[C@@H:5]([CH:7]([CH3:9])[CH3:8])[CH3:6].[C:30](OC(=O)C)(=[O:32])[CH3:31].O. Product: [C:30]([O:27][C@H:25]1[CH2:24][CH2:23][C@@:22]2([CH3:28])[C:21](=[CH:20][CH:19]=[C:18]3[C@@H:17]2[CH2:16][CH2:15][C@@:14]2([CH3:29])[C@H:13]3[CH2:12][CH2:11][C@@H:10]2[C@H:2]([CH3:1])/[CH:3]=[CH:4]/[C@H:5]([CH3:6])[CH:7]([CH3:8])[CH3:9])[CH2:26]1)(=[O:32])[CH3:31]. The catalyst class is: 17. (3) Reactant: [CH3:1][O:2][CH2:3][N:4]1[CH:8]=[C:7]([Sn](C)(C)C)[N:6]=[CH:5]1.Br[C:14]1[CH:19]=[CH:18][C:17]([Cl:20])=[CH:16][N:15]=1. Product: [Cl:20][C:17]1[CH:18]=[CH:19][C:14]([C:7]2[N:6]=[CH:5][N:4]([CH2:3][O:2][CH3:1])[CH:8]=2)=[N:15][CH:16]=1. The catalyst class is: 109. (4) Reactant: [N:1]1[C:10]2[C:5](=[CH:6][CH:7]=[CH:8][CH:9]=2)[C:4](O)=[CH:3][C:2]=1[OH:12].[Cl:13][C:14]1[CH:15]=[C:16]([CH:18]=[CH:19][C:20]=1[Cl:21])[NH2:17]. Product: [Cl:13][C:14]1[CH:15]=[C:16]([NH:17][C:4]2[C:5]3[C:10](=[CH:9][CH:8]=[CH:7][CH:6]=3)[N:1]=[C:2]([OH:12])[CH:3]=2)[CH:18]=[CH:19][C:20]=1[Cl:21]. The catalyst class is: 37. (5) Reactant: [OH:1][C:2]([C:9]1[CH:10]=[CH:11][C:12]2[NH:18][C:17]3[N:19]=[C:20]([C:23]([F:26])([F:25])[F:24])[CH:21]=[CH:22][C:16]=3[CH2:15][N:14]([S:27]([C:30]3[CH:35]=[CH:34][C:33]([O:36][C:37]([F:40])([F:39])[F:38])=[CH:32][CH:31]=3)(=[O:29])=[O:28])[C:13]=2[CH:41]=1)([CH3:8])[C:3]([O:5]CC)=[O:4].O=C(C1C=CC2NC3N=C(C(F)(F)F)C=CC=3CN(S(C3C=CC(OC(F)(F)F)=CC=3)(=O)=O)C=2C=1)C(OCC)=O.C[Mg+].[Br-].[NH4+].[Cl-].C([O-])(O)=O.[Na+]. Product: [OH:1][C:2]([C:9]1[CH:10]=[CH:11][C:12]2[NH:18][C:17]3[N:19]=[C:20]([C:23]([F:25])([F:26])[F:24])[CH:21]=[CH:22][C:16]=3[CH2:15][N:14]([S:27]([C:30]3[CH:35]=[CH:34][C:33]([O:36][C:37]([F:38])([F:40])[F:39])=[CH:32][CH:31]=3)(=[O:29])=[O:28])[C:13]=2[CH:41]=1)([CH3:8])[C:3]([OH:5])=[O:4]. The catalyst class is: 182. (6) Reactant: [SH:1][C:2]1[N:6]([CH2:7][C:8]2[CH:13]=[CH:12][C:11]([C:14]3[CH:19]=[CH:18][CH:17]=[CH:16][C:15]=3[C:20]3[NH:24][N:23]=[N:22][N:21]=3)=[CH:10][CH:9]=2)[C:5]2[C:25]([C:29]([O:31][CH2:32][CH3:33])=[O:30])=[CH:26][CH:27]=[CH:28][C:4]=2[N:3]=1.[OH-].[Na+].[CH2:36](I)[CH3:37].Cl. Product: [CH2:36]([S:1][C:2]1[N:6]([CH2:7][C:8]2[CH:9]=[CH:10][C:11]([C:14]3[CH:19]=[CH:18][CH:17]=[CH:16][C:15]=3[C:20]3[NH:24][N:23]=[N:22][N:21]=3)=[CH:12][CH:13]=2)[C:5]2[C:25]([C:29]([O:31][CH2:32][CH3:33])=[O:30])=[CH:26][CH:27]=[CH:28][C:4]=2[N:3]=1)[CH3:37]. The catalyst class is: 8. (7) Reactant: [CH2:1]([N:8]1[C@@H:13]([CH2:14][O:15][Si:16]([C:19]([CH3:22])([CH3:21])[CH3:20])([CH3:18])[CH3:17])[CH2:12][NH:11][CH2:10][C:9]1=[O:23])[C:2]1[CH:7]=[CH:6][CH:5]=[CH:4][CH:3]=1.CC(O)=O.[CH:28](=O)[C:29]1[CH:34]=[CH:33][CH:32]=[CH:31][CH:30]=1.[BH-](OC(C)=O)(OC(C)=O)OC(C)=O.[Na+]. Product: [CH2:1]([N:8]1[C@@H:13]([CH2:14][O:15][Si:16]([C:19]([CH3:20])([CH3:22])[CH3:21])([CH3:18])[CH3:17])[CH2:12][N:11]([CH2:28][C:29]2[CH:34]=[CH:33][CH:32]=[CH:31][CH:30]=2)[CH2:10][C:9]1=[O:23])[C:2]1[CH:7]=[CH:6][CH:5]=[CH:4][CH:3]=1. The catalyst class is: 2. (8) Reactant: [H-].[H-].[H-].[H-].[Li+].[Al+3].CC1C=CC(S(O[CH2:18][C:19]([C:23]2[CH:28]=[CH:27][C:26]([Br:29])=[CH:25][CH:24]=2)([C:21]#[N:22])[CH3:20])(=O)=O)=CC=1.S([O-])([O-])(=O)=O.[Na+].[Na+].C([O-])([O-])=O.[K+].[K+]. Product: [Br:29][C:26]1[CH:27]=[CH:28][C:23]([C:19]2([CH3:18])[CH2:20][NH:22][CH2:21]2)=[CH:24][CH:25]=1. The catalyst class is: 242.